From a dataset of Reaction yield outcomes from USPTO patents with 853,638 reactions. Predict the reaction yield, written as a fraction of the theoretical maximum amount of product (1.0 means a 100% yield; for example, 0.34 means a 34% yield). (1) The reactants are [CH3:1][O:2][CH2:3][C@H:4]([CH3:31])[O:5][C:6]1[CH:7]=[C:8]([C:23]2[NH:27][C:26]([C:28](O)=[O:29])=[CH:25][CH:24]=2)[CH:9]=[C:10]([O:12][Si:13]([CH:20]([CH3:22])[CH3:21])([CH:17]([CH3:19])[CH3:18])[CH:14]([CH3:16])[CH3:15])[CH:11]=1.[NH2:32][CH2:33][C@H:34]([OH:36])[CH3:35].[Cl-].COC1N=C(OC)N=C([N+]2(C)CCOCC2)N=1. The catalyst is CO. The product is [OH:36][C@H:34]([CH3:35])[CH2:33][NH:32][C:28]([C:26]1[NH:27][C:23]([C:8]2[CH:9]=[C:10]([O:12][Si:13]([CH:14]([CH3:15])[CH3:16])([CH:20]([CH3:22])[CH3:21])[CH:17]([CH3:18])[CH3:19])[CH:11]=[C:6]([O:5][C@@H:4]([CH3:31])[CH2:3][O:2][CH3:1])[CH:7]=2)=[CH:24][CH:25]=1)=[O:29]. The yield is 0.840. (2) The reactants are [CH2:1]([NH:3][CH2:4][CH3:5])[CH3:2].[Cl:6][C:7]1[CH:12]=[C:11]([S:13](Cl)(=[O:15])=[O:14])[CH:10]=[CH:9][N:8]=1. The catalyst is C(Cl)Cl.O. The product is [Cl:6][C:7]1[CH:12]=[C:11]([S:13]([N:3]([CH2:4][CH3:5])[CH2:1][CH3:2])(=[O:15])=[O:14])[CH:10]=[CH:9][N:8]=1. The yield is 0.570. (3) The reactants are [NH:1]1[CH2:9][CH2:8][CH:4]([C:5]([NH2:7])=[O:6])[CH2:3][CH2:2]1.[CH:10](=O)[C:11]1[CH:16]=[CH:15][CH:14]=[CH:13][CH:12]=1.C(O[BH-](OC(=O)C)OC(=O)C)(=O)C.[Na+]. The catalyst is ClCCl.O. The product is [CH2:10]([NH:7][C:5](=[O:6])[CH:4]1[CH2:8][CH2:9][NH:1][CH2:2][CH2:3]1)[C:11]1[CH:16]=[CH:15][CH:14]=[CH:13][CH:12]=1. The yield is 0.500. (4) The reactants are [C:1]([C:3]1[CH:4]=[N:5][CH:6]=[CH:7][CH:8]=1)#[CH:2].[N:9]1[CH:14]=[CH:13][CH:12]=[CH:11][C:10]=1[O:15][CH2:16][C:17]1[CH:22]=[CH:21][C:20]([CH2:23][C:24](Cl)=[N:25][OH:26])=[CH:19][CH:18]=1.C(N(CC)CC)C. The catalyst is O1CCCC1. The product is [N:9]1[CH:14]=[CH:13][CH:12]=[CH:11][C:10]=1[O:15][CH2:16][C:17]1[CH:22]=[CH:21][C:20]([CH2:23][C:24]2[CH:2]=[C:1]([C:3]3[CH:4]=[N:5][CH:6]=[CH:7][CH:8]=3)[O:26][N:25]=2)=[CH:19][CH:18]=1. The yield is 0.240. (5) The reactants are [CH3:1][C@H:2]1[N:7]2[C:8]3[C:9]([CH3:16])=[CH:10][CH:11]=[CH:12][C:13]=3[C:14]([CH3:15])=[C:6]2[C:5](=O)[NH:4][CH2:3]1.[H-].[Al+3].[Li+].[H-].[H-].[H-].[C:24]([OH:29])(=[O:28])[C:25]([OH:27])=[O:26]. The catalyst is CCOCC. The product is [C:24]([OH:29])(=[O:28])[C:25]([OH:27])=[O:26].[CH3:1][C@H:2]1[N:7]2[C:8]3[C:9]([CH3:16])=[CH:10][CH:11]=[CH:12][C:13]=3[C:14]([CH3:15])=[C:6]2[CH2:5][NH:4][CH2:3]1. The yield is 0.740.